This data is from Reaction yield outcomes from USPTO patents with 853,638 reactions. The task is: Predict the reaction yield, written as a fraction of the theoretical maximum amount of product (1.0 means a 100% yield; for example, 0.34 means a 34% yield). (1) The reactants are C(NC(C)C)(C)C.[Li]CCCC.[CH3:13][N:14]1[C:18]2=[C:19]3[CH:25]=[CH:24][N:23]([S:26]([C:29]4[CH:35]=[CH:34][C:32]([CH3:33])=[CH:31][CH:30]=4)(=[O:28])=[O:27])[C:20]3=[N:21][CH:22]=[C:17]2[CH:16]=[N:15]1.[I:36]I. The catalyst is C1COCC1.O. The product is [I:36][C:24]1[N:23]([S:26]([C:29]2[CH:35]=[CH:34][C:32]([CH3:33])=[CH:31][CH:30]=2)(=[O:27])=[O:28])[C:20]2=[N:21][CH:22]=[C:17]3[CH:16]=[N:15][N:14]([CH3:13])[C:18]3=[C:19]2[CH:25]=1. The yield is 0.780. (2) The reactants are Br[C:2]1[CH:7]=[CH:6][CH:5]=[CH:4][C:3]=1[O:8][CH3:9].[NH:10]1[CH2:15][CH2:14][NH:13][CH2:12][CH2:11]1.C(O[Na])(C)(C)C.O. The catalyst is COCCOCCOC. The product is [CH3:9][O:8][C:3]1[CH:4]=[CH:5][CH:6]=[CH:7][C:2]=1[N:10]1[CH2:15][CH2:14][NH:13][CH2:12][CH2:11]1. The yield is 0.790. (3) The reactants are C([N:8]1[CH2:13][CH2:12][CH:11]([N:14]2[C:19]3[C:20]4[CH:26]=[CH:25][N:24]([CH2:27][O:28][CH2:29][CH2:30][Si:31]([CH3:34])([CH3:33])[CH3:32])[C:21]=4[N:22]=[CH:23][C:18]=3[C:17](=[O:35])[NH:16][C:15]2=[O:36])[CH2:10][CH2:9]1)C1C=CC=CC=1.[ClH:37].CO. The catalyst is CO.[C].[Pd]. The product is [ClH:37].[NH:8]1[CH2:9][CH2:10][CH:11]([N:14]2[C:19]3[C:20]4[CH:26]=[CH:25][N:24]([CH2:27][O:28][CH2:29][CH2:30][Si:31]([CH3:32])([CH3:34])[CH3:33])[C:21]=4[N:22]=[CH:23][C:18]=3[C:17](=[O:35])[NH:16][C:15]2=[O:36])[CH2:12][CH2:13]1. The yield is 1.00. (4) The reactants are [C:1]1([C:7]2[O:8][C:9]3[CH:15]=[CH:14][C:13]([C:16]([OH:18])=O)=[CH:12][C:10]=3[CH:11]=2)[CH:6]=[CH:5][CH:4]=[CH:3][CH:2]=1.[C:19]1([S:29]([NH2:32])(=[O:31])=[O:30])[C:20]([S:25]([NH2:28])(=[O:27])=[O:26])=[CH:21][CH:22]=[CH:23][CH:24]=1.C(Cl)CCl. The catalyst is CN(C1C=CN=CC=1)C. The product is [C:1]1([C:7]2[O:8][C:9]3[CH:15]=[CH:14][C:13]([C:16]([NH:32][S:29]([C:19]4[CH:24]=[CH:23][CH:22]=[CH:21][C:20]=4[S:25](=[O:27])(=[O:26])[NH2:28])(=[O:31])=[O:30])=[O:18])=[CH:12][C:10]=3[CH:11]=2)[CH:2]=[CH:3][CH:4]=[CH:5][CH:6]=1. The yield is 0.160. (5) The reactants are [CH2:1]([S:3]([C:6]1[CH:7]=[C:8]([C:12]2[CH:20]=[CH:19][C:18]([OH:21])=[C:17]3[C:13]=2[C:14]2[CH:25]=[C:24]([CH3:26])[CH:23]=[N:22][C:15]=2[NH:16]3)[CH:9]=[CH:10][CH:11]=1)(=[O:5])=[O:4])[CH3:2].[CH3:27][C@@H:28]1[CH2:30][O:29]1.C(N(CC)CC)C. The catalyst is CCO. The product is [CH2:1]([S:3]([C:6]1[CH:7]=[C:8]([C:12]2[CH:20]=[CH:19][C:18]([O:21][CH2:27][C@H:28]([OH:29])[CH3:30])=[C:17]3[C:13]=2[C:14]2[CH:25]=[C:24]([CH3:26])[CH:23]=[N:22][C:15]=2[NH:16]3)[CH:9]=[CH:10][CH:11]=1)(=[O:5])=[O:4])[CH3:2]. The yield is 0.200. (6) The reactants are [S:1]1[C:5]2[C:6](=[O:10])[NH:7][CH2:8][CH2:9][C:4]=2[CH:3]=[CH:2]1.[Br:11]Br. The catalyst is CC(O)=O.O. The product is [Br:11][C:2]1[S:1][C:5]2[C:6](=[O:10])[NH:7][CH2:8][CH2:9][C:4]=2[CH:3]=1. The yield is 0.730.